The task is: Predict the product of the given reaction.. This data is from Forward reaction prediction with 1.9M reactions from USPTO patents (1976-2016). (1) Given the reactants [C:1]([C:3]1[CH:4]=[C:5]2[C:10](=[CH:11][CH:12]=1)[CH:9]=[C:8]([OH:13])[CH:7]=[CH:6]2)#[CH:2].[O:14]1[CH2:19][CH2:18][N:17]([CH2:20][CH2:21][CH2:22]O)[CH2:16][CH2:15]1.C1(P(C2C=CC=CC=2)C2C=CC=CC=2)C=CC=CC=1.N(/C(OC(C)(C)C)=O)=N\C(OC(C)(C)C)=O, predict the reaction product. The product is: [C:1]([C:3]1[CH:4]=[C:5]2[C:10](=[CH:11][CH:12]=1)[CH:9]=[C:8]([O:13][CH2:22][CH2:21][CH2:20][N:17]1[CH2:18][CH2:19][O:14][CH2:15][CH2:16]1)[CH:7]=[CH:6]2)#[CH:2]. (2) Given the reactants [CH2:1]([CH:4]1[CH:9]([OH:10])[CH:8]([OH:11])[CH:7]([OH:12])[CH:6]([CH2:13][OH:14])[O:5]1)[CH:2]=[CH2:3].[C:15](Cl)([C:28]1[CH:33]=[CH:32][CH:31]=[CH:30][CH:29]=1)([C:22]1[CH:27]=[CH:26][CH:25]=[CH:24][CH:23]=1)[C:16]1[CH:21]=[CH:20][CH:19]=[CH:18][CH:17]=1.C(O[C:39](=[O:41])[CH3:40])(=O)C, predict the reaction product. The product is: [C:4]([O:11][CH:8]1[CH:9]([O:10][C:9](=[O:10])[CH3:8])[CH:4]([CH2:1][CH:2]=[CH2:3])[O:5][CH:6]([CH2:13][O:14][C:15]([C:28]2[CH:33]=[CH:32][CH:31]=[CH:30][CH:29]=2)([C:22]2[CH:27]=[CH:26][CH:25]=[CH:24][CH:23]=2)[C:16]2[CH:21]=[CH:20][CH:19]=[CH:18][CH:17]=2)[CH:7]1[O:12][C:39](=[O:41])[CH3:40])(=[O:5])[CH3:1]. (3) Given the reactants B.C1COCC1.C([O:9][C:10](=O)[CH2:11][C:12]1(O)[C:20]2[C:15](=[CH:16][C:17]([Cl:22])=[C:18]([Cl:21])[CH:19]=2)[NH:14][C:13]1=O)C.O1CCCC1.C(OCC)(=O)C, predict the reaction product. The product is: [Cl:21][C:18]1[CH:19]=[C:20]2[C:15](=[CH:16][C:17]=1[Cl:22])[NH:14][CH:13]=[C:12]2[CH2:11][CH2:10][OH:9]. (4) The product is: [OH:8][C:5]1[CH:6]=[CH:7][C:2]([S:1][CH2:10][C:11]2[CH:20]=[CH:19][C:14]([C:15]([OH:17])=[O:16])=[CH:13][CH:12]=2)=[CH:3][CH:4]=1. Given the reactants [SH:1][C:2]1[CH:7]=[CH:6][C:5]([OH:8])=[CH:4][CH:3]=1.Br[CH2:10][C:11]1[CH:20]=[CH:19][C:14]([C:15]([O:17]C)=[O:16])=[CH:13][CH:12]=1.C(N(CC)CC)C.[Cl-].[NH4+].[OH-].[Li+], predict the reaction product. (5) The product is: [CH:36]([C:35]1[C:31]([O:30][CH2:2][C:3]2[CH:27]=[CH:26][C:6]([O:7][CH2:8][C:9]3[N:10]=[C:11]([C:15]4[CH:16]=[CH:17][C:18]([CH3:25])=[C:19]([CH:24]=4)[C:20]([O:22][CH3:23])=[O:21])[O:12][C:13]=3[CH3:14])=[C:5]([O:28][CH3:29])[CH:4]=2)=[N:32][N:33]([C:38]2[CH:43]=[CH:42][CH:41]=[CH:40][CH:39]=2)[CH:34]=1)=[O:37]. Given the reactants Cl[CH2:2][C:3]1[CH:27]=[CH:26][C:6]([O:7][CH2:8][C:9]2[N:10]=[C:11]([C:15]3[CH:16]=[CH:17][C:18]([CH3:25])=[C:19]([CH:24]=3)[C:20]([O:22][CH3:23])=[O:21])[O:12][C:13]=2[CH3:14])=[C:5]([O:28][CH3:29])[CH:4]=1.[OH:30][C:31]1[C:35]([CH:36]=[O:37])=[CH:34][N:33]([C:38]2[CH:43]=[CH:42][CH:41]=[CH:40][CH:39]=2)[N:32]=1.C(=O)([O-])[O-].[K+].[K+].CN(C)C=O, predict the reaction product. (6) Given the reactants [NH2:1][C:2]1[CH:3]=[C:4]([NH:8][S:9]([C:12]2[CH:17]=[CH:16][CH:15]=[C:14]([N+:18]([O-:20])=[O:19])[CH:13]=2)(=[O:11])=[O:10])[CH:5]=[CH:6][CH:7]=1.[Cl:21][C:22]1[N:27]=[C:26](Cl)[C:25]([Cl:29])=[CH:24][N:23]=1.C(=O)([O-])[O-].[K+].[K+], predict the reaction product. The product is: [Cl:21][C:22]1[N:27]=[C:26]([NH:1][C:2]2[CH:3]=[C:4]([NH:8][S:9]([C:12]3[CH:17]=[CH:16][CH:15]=[C:14]([N+:18]([O-:20])=[O:19])[CH:13]=3)(=[O:10])=[O:11])[CH:5]=[CH:6][CH:7]=2)[C:25]([Cl:29])=[CH:24][N:23]=1. (7) Given the reactants [Br:1][C:2]1[CH:3]=[C:4]([CH:7]=[C:8]([Br:10])[CH:9]=1)[CH:5]=[O:6].[CH2:11]([Mg]Br)[CH:12]([CH3:14])[CH3:13], predict the reaction product. The product is: [Br:1][C:2]1[CH:3]=[C:4]([CH:5]([OH:6])[CH2:11][CH:12]([CH3:14])[CH3:13])[CH:7]=[C:8]([Br:10])[CH:9]=1.